Dataset: Reaction yield outcomes from USPTO patents with 853,638 reactions. Task: Predict the reaction yield, written as a fraction of the theoretical maximum amount of product (1.0 means a 100% yield; for example, 0.34 means a 34% yield). (1) The reactants are Br[CH2:2][CH2:3][CH:4]=[CH2:5].[NH:6]1[CH2:11][CH2:10][CH2:9][CH2:8][CH2:7]1. No catalyst specified. The product is [N:6]1([CH2:7][CH2:8][CH:9]=[CH2:10])[CH2:11][CH2:5][CH2:4][CH2:3][CH2:2]1. The yield is 0.742. (2) The reactants are [CH3:1][O:2][C:3]1[CH:8]=[CH:7][C:6]([C:9]2[CH:17]=[CH:16][CH:15]=[C:14]3[C:10]=2[CH2:11][C:12](=[O:18])[NH:13]3)=[CH:5][CH:4]=1.[CH3:19][C:20]1[C:24]([C:25]([N:27]2[CH2:32][CH2:31][N:30]([CH3:33])[CH2:29][CH2:28]2)=[O:26])=[CH:23][NH:22][C:21]=1[CH:34]=O. The catalyst is C(O)C.N1CCCCC1. The product is [CH3:1][O:2][C:3]1[CH:8]=[CH:7][C:6]([C:9]2[CH:17]=[CH:16][CH:15]=[C:14]3[C:10]=2[C:11](=[CH:34][C:21]2[NH:22][CH:23]=[C:24]([C:25]([N:27]4[CH2:28][CH2:29][N:30]([CH3:33])[CH2:31][CH2:32]4)=[O:26])[C:20]=2[CH3:19])[C:12](=[O:18])[NH:13]3)=[CH:5][CH:4]=1. The yield is 0.820.